This data is from Forward reaction prediction with 1.9M reactions from USPTO patents (1976-2016). The task is: Predict the product of the given reaction. (1) Given the reactants C(=O)C=C.[CH3:5][O:6][CH2:7][CH2:8][C:9]1[C:17]2[C:16]([NH:18][C@H:19]3[CH2:24][N:23]([C:25](=[O:28])[CH:26]=[CH2:27])[C@@H:22]([CH3:29])[CH2:21][CH2:20]3)=[N:15][CH:14]=[N:13][C:12]=2[N:11](S(C2C=CC(C)=CC=2)(=O)=O)[CH:10]=1.CCCC[N+](CCCC)(CCCC)CCCC.[F-], predict the reaction product. The product is: [CH3:5][O:6][CH2:7][CH2:8][C:9]1[C:17]2[C:16]([NH:18][C@H:19]3[CH2:24][N:23]([C:25](=[O:28])[CH:26]=[CH2:27])[C@@H:22]([CH3:29])[CH2:21][CH2:20]3)=[N:15][CH:14]=[N:13][C:12]=2[NH:11][CH:10]=1. (2) Given the reactants [O:1]1[CH:7]2[CH:2]1[CH:3]1[CH2:8][CH:6]2[CH2:5][CH2:4]1.O.S(=O)(=O)(O)[OH:11], predict the reaction product. The product is: [OH:11][CH:2]1[CH:7]([OH:1])[CH:6]2[CH2:8][CH:3]1[CH2:4][CH2:5]2. (3) Given the reactants [N+:1]([C:4]1[CH:5]=[C:6]([S:10]([NH:13][CH2:14][C:15]2[CH:16]=[C:17]([NH:21]C(=O)OC(C)(C)C)[CH:18]=[CH:19][CH:20]=2)(=[O:12])=[O:11])[CH:7]=[CH:8][CH:9]=1)([O-:3])=[O:2].[ClH:29], predict the reaction product. The product is: [ClH:29].[NH2:21][C:17]1[CH:16]=[C:15]([CH:20]=[CH:19][CH:18]=1)[CH2:14][NH:13][S:10]([C:6]1[CH:7]=[CH:8][CH:9]=[C:4]([N+:1]([O-:3])=[O:2])[CH:5]=1)(=[O:11])=[O:12]. (4) Given the reactants [F:1][C:2]1[CH:10]=[CH:9][C:5]([C:6]([OH:8])=[O:7])=[C:4](Br)[CH:3]=1.[NH2:12][C:13]1[CH:18]=[CH:17][CH:16]=[CH:15][CH:14]=1.C(=O)([O-])[O-].[K+].[K+].O, predict the reaction product. The product is: [F:1][C:2]1[CH:10]=[CH:9][C:5]([C:6]([OH:8])=[O:7])=[C:4]([NH:12][C:13]2[CH:18]=[CH:17][CH:16]=[CH:15][CH:14]=2)[CH:3]=1. (5) Given the reactants Cl.C([N:4]([CH2:9][C:10]1[C:15]([N+:16]([O-])=O)=[CH:14][CH:13]=[C:12]([Cl:19])[C:11]=1[Cl:20])[CH2:5][C:6]([OH:8])=[O:7])C.[CH3:21][CH2:22]CCCC, predict the reaction product. The product is: [CH2:21]([O:8][C:6](=[O:7])[CH2:5][NH:4][CH2:9][C:10]1[C:15]([NH2:16])=[CH:14][CH:13]=[C:12]([Cl:19])[C:11]=1[Cl:20])[CH3:22]. (6) The product is: [CH2:35]([O:36][CH:37]([CH:38]([C:39]([O:41][CH2:42][CH3:43])=[O:40])[C:44]([O:46][CH2:47][CH3:48])=[O:45])[CH:27]([C:25]1[CH:24]=[CH:23][CH:22]=[C:21]([C:14]2[C:15]([CH3:20])=[CH:16][C:17]([CH3:19])=[CH:18][C:13]=2[CH3:33])[N:26]=1)[C:28](=[O:32])[CH2:29][CH2:30][CH3:31])[CH3:34]. Given the reactants C(NC(C)C)(C)C.C([Li])CCC.[C:13]1([CH3:33])[CH:18]=[C:17]([CH3:19])[CH:16]=[C:15]([CH3:20])[C:14]=1[C:21]1[N:26]=[C:25]([CH2:27][C:28](=[O:32])[CH2:29][CH2:30][CH3:31])[CH:24]=[CH:23][CH:22]=1.[CH3:34][CH2:35][O:36][CH:37]=[C:38]([C:44]([O:46][CH2:47][CH3:48])=[O:45])[C:39]([O:41][CH2:42][CH3:43])=[O:40], predict the reaction product. (7) Given the reactants [CH:1]1([N:6]2[C:10]3[N:11]=[C:12]([NH:15][C:16]4[CH:21]=[CH:20][C:19]([N:22]5[C:29](=[O:30])[CH2:28][C@@H:27]6[NH:31][C@@H:24]([CH2:25][CH2:26]6)[CH2:23]5)=[CH:18][N:17]=4)[N:13]=[CH:14][C:9]=3[CH:8]=[C:7]2[C:32]([N:34]([CH3:36])[CH3:35])=[O:33])[CH2:5][CH2:4][CH2:3][CH2:2]1.FC(F)(F)S(O[CH2:43][C:44]([F:47])([F:46])[F:45])(=O)=O.O, predict the reaction product. The product is: [CH:1]1([N:6]2[C:10]3[N:11]=[C:12]([NH:15][C:16]4[CH:21]=[CH:20][C:19]([N:22]5[C:29](=[O:30])[CH2:28][C@H:27]6[N:31]([CH2:43][C:44]([F:47])([F:46])[F:45])[C@H:24]([CH2:25][CH2:26]6)[CH2:23]5)=[CH:18][N:17]=4)[N:13]=[CH:14][C:9]=3[CH:8]=[C:7]2[C:32]([N:34]([CH3:36])[CH3:35])=[O:33])[CH2:2][CH2:3][CH2:4][CH2:5]1. (8) Given the reactants [Si:1]([O:8][C@@H:9]1[C@@:26]2([CH3:27])[C:13](=[CH:14][CH2:15][C@@H:16]3[C@@H:25]2[CH2:24][CH2:23][C@@:21]2([CH3:22])[C@H:17]3[CH2:18][CH2:19][C@@H:20]2[CH2:28][OH:29])[CH2:12][C@@H:11]([O:30][Si:31]([C:34]([CH3:37])([CH3:36])[CH3:35])([CH3:33])[CH3:32])[CH2:10]1)([C:4]([CH3:7])([CH3:6])[CH3:5])([CH3:3])[CH3:2].[H-].[K+].C1OCCOCCOCCOCCOCCOC1.Br[CH2:59][CH2:60][CH2:61][C:62]([CH2:73][CH3:74])([O:65][Si:66]([CH2:71][CH3:72])([CH2:69][CH3:70])[CH2:67][CH3:68])[CH2:63][CH3:64].[Cl-].[NH4+], predict the reaction product. The product is: [Si:1]([O:8][C@@H:9]1[C@@:26]2([CH3:27])[C:13](=[CH:14][CH2:15][C@@H:16]3[C@@H:25]2[CH2:24][CH2:23][C@@:21]2([CH3:22])[C@H:17]3[CH2:18][CH2:19][C@@H:20]2[CH2:28][O:29][CH2:59][CH2:60][CH2:61][C:62]([CH2:73][CH3:74])([O:65][Si:66]([CH2:71][CH3:72])([CH2:67][CH3:68])[CH2:69][CH3:70])[CH2:63][CH3:64])[CH2:12][C@@H:11]([O:30][Si:31]([C:34]([CH3:37])([CH3:36])[CH3:35])([CH3:32])[CH3:33])[CH2:10]1)([C:4]([CH3:7])([CH3:6])[CH3:5])([CH3:3])[CH3:2]. (9) Given the reactants N[C:2]1C=C(Cl)C(O)=C(Cl)C=1.[C:11]1([OH:17])[CH:16]=[CH:15][CH:14]=[CH:13][CH:12]=1.[O-][S:19]([C:22](F)(F)F)(=O)=O.[C:26]([NH:33][C:34]1C=CC=C[CH:35]=1)(OC(C)(C)C)=O, predict the reaction product. The product is: [CH3:26][N:33]1[CH2:14][C:15]2[CH:16]=[C:11]([O:17][CH3:2])[CH:12]=[CH:13][C:22]=2[S:19][CH2:35][CH2:34]1.